From a dataset of Reaction yield outcomes from USPTO patents with 853,638 reactions. Predict the reaction yield, written as a fraction of the theoretical maximum amount of product (1.0 means a 100% yield; for example, 0.34 means a 34% yield). (1) The reactants are [F:1][C:2]1[CH:7]=[CH:6][CH:5]=[CH:4][C:3]=1[CH:8]=[CH:9][C:10]([NH:12][C@H:13]([C:25]([O:27]C)=[O:26])[CH2:14][CH2:15][CH2:16][NH:17][C:18]([O:20][C:21]([CH3:24])([CH3:23])[CH3:22])=[O:19])=[O:11].[OH-].[Na+]. The catalyst is CO. The product is [F:1][C:2]1[CH:7]=[CH:6][CH:5]=[CH:4][C:3]=1[CH:8]=[CH:9][C:10]([NH:12][C@H:13]([C:25]([OH:27])=[O:26])[CH2:14][CH2:15][CH2:16][NH:17][C:18]([O:20][C:21]([CH3:22])([CH3:23])[CH3:24])=[O:19])=[O:11]. The yield is 0.810. (2) The reactants are [F:1][C:2]([F:15])([CH3:14])[CH2:3][O:4][C:5]1[C:6]([CH3:13])=[CH:7][C:8]([CH:11]=O)=[N:9][CH:10]=1.[CH3:16][C:17]([S@:20]([NH2:22])=[O:21])([CH3:19])[CH3:18]. No catalyst specified. The product is [F:1][C:2]([F:15])([CH3:14])[CH2:3][O:4][C:5]1[C:6]([CH3:13])=[CH:7][C:8](/[CH:11]=[N:22]/[S@@:20]([C:17]([CH3:19])([CH3:18])[CH3:16])=[O:21])=[N:9][CH:10]=1. The yield is 0.740. (3) The reactants are [F:1][C:2]1[CH:7]=[CH:6][CH:5]=[C:4]([F:8])[C:3]=1[Sn](CCCC)(CCCC)CCCC.Br[C:23]1[CH:24]=[N:25][CH:26]=[C:27]([CH:33]=1)[C:28]([O:30][CH2:31][CH3:32])=[O:29]. The catalyst is C1(C)C(C)=CC=CC=1.[Pd].C1(P(C2C=CC=CC=2)C2C=CC=CC=2)C=CC=CC=1.C1(P(C2C=CC=CC=2)C2C=CC=CC=2)C=CC=CC=1.C1(P(C2C=CC=CC=2)C2C=CC=CC=2)C=CC=CC=1.C1(P(C2C=CC=CC=2)C2C=CC=CC=2)C=CC=CC=1. The product is [F:8][C:4]1[CH:5]=[CH:6][CH:7]=[C:2]([F:1])[C:3]=1[C:23]1[CH:24]=[N:25][CH:26]=[C:27]([CH:33]=1)[C:28]([O:30][CH2:31][CH3:32])=[O:29]. The yield is 0.840. (4) The reactants are [C:14]1(P([C:14]2[CH:19]=[CH:18][CH:17]=[CH:16][CH:15]=2)[C:14]2[CH:19]=[CH:18][CH:17]=[CH:16][CH:15]=2)[CH:19]=[CH:18][CH:17]=[CH:16][CH:15]=1.C(=[C:22]([O:29]NC(O)C)[C:23]1[CH:28]=[CH:27][CH:26]=[CH:25][CH:24]=1)=O.CC[O:36][C:37](/[N:39]=N/C(OCC)=O)=O.O1CCCCC1[N:52]1[C:60]2[C:55](=[CH:56][C:57]([C:61]3[N:65]=[CH:64][N:63](C(C4C=CC=CC=4)(C4C=CC=CC=4)C4C=CC=CC=4)[N:62]=3)=[CH:58][CH:59]=2)[C:54](C2C=C(O)C=CC=2)=[N:53]1.Cl.[O:93]1[CH2:97][CH2:96]CC1. No catalyst specified. The product is [NH:62]1[C:61]([C:57]2[CH:56]=[C:55]3[C:60](=[CH:59][CH:58]=2)[NH:52][N:53]=[C:54]3[C:18]2[CH:19]=[C:14]([CH:15]=[CH:16][CH:17]=2)[O:93][CH2:97][CH2:96][NH:39][C:37]([O:29][CH2:22][C:23]2[CH:24]=[CH:25][CH:26]=[CH:27][CH:28]=2)=[O:36])=[N:65][CH:64]=[N:63]1. The yield is 0.420. (5) The reactants are Cl[C:2]1[C:11]2[C:6](=[CH:7][CH:8]=[CH:9][CH:10]=2)[N:5]=[C:4]([CH2:12][Cl:13])[N:3]=1.Cl.N[C@H:16]([C:21](N)=[O:22])[C@H](CC)C.C(=O)([O-])[O-].[K+].[K+].C(#N)C. The catalyst is C(O)C. The product is [Cl:13][CH2:12][C:4]1[N:3]=[C:2]([O:22][CH2:21][CH3:16])[C:11]2[C:6](=[CH:7][CH:8]=[CH:9][CH:10]=2)[N:5]=1. The yield is 0.0700. (6) The reactants are C1(OC([N:10]2[CH:15]([C:16]3[CH:21]=[CH:20][C:19]([Cl:22])=[C:18]([O:23][CH3:24])[C:17]=3[F:25])[CH2:14][C:13](=[O:26])[CH:12]=[C:11]2[C:27]([O:29][CH3:30])=[O:28])=O)C=CC=CC=1.C[O-].[Na+]. The catalyst is CO. The product is [CH3:30][O:29][C:27]([C:11]1[NH:10][CH:15]([C:16]2[CH:21]=[CH:20][C:19]([Cl:22])=[C:18]([O:23][CH3:24])[C:17]=2[F:25])[CH2:14][C:13](=[O:26])[CH:12]=1)=[O:28]. The yield is 0.940.